This data is from HIV replication inhibition screening data with 41,000+ compounds from the AIDS Antiviral Screen. The task is: Binary Classification. Given a drug SMILES string, predict its activity (active/inactive) in a high-throughput screening assay against a specified biological target. (1) The molecule is Cc1cc2c(c(C(=O)NCC(=O)NC(C)C(=O)OCc3ccccc3)c1)Oc1c(cc(C)cc1C(=O)NCC(=O)NC(C)C(=O)OCc1ccccc1)S2. The result is 0 (inactive). (2) The molecule is Cc1cc(Cl)ccc1NC(=O)C1C(=O)N(c2ccc(Cl)cc2C)C(=O)C1=NN. The result is 0 (inactive). (3) The molecule is COc1c2c(cc3oc(C)cc(=O)c13)OC(=N)C(C(N)=O)C2CC(=O)c1ccc(N)cc1. The result is 1 (active). (4) The compound is NC(Cc1ccc(S(=O)(=O)O)cc1)C(=O)NC(Cc1ccc(S(=O)(=O)O)cc1)C(=O)O.[NaH]. The result is 0 (inactive). (5) The molecule is Cc1ccc(CC2(OCCN(C)C)CCC(C(C)(C)C)CC2)cc1.O=C(O)C=CC(=O)O. The result is 0 (inactive). (6) The compound is CC12CCC(=O)C=C1CCC1C3CCC4(OCC4=O)C3(C)CC(O)C12F. The result is 0 (inactive). (7) The drug is C[N+]1(C)CC2C3C=C(I)C(C3)C2C1. The result is 0 (inactive). (8) The drug is Cc1ccc2c(c1)C(=O)C1(Cc3ccccc3C1=O)C2. The result is 0 (inactive).